This data is from Peptide-MHC class I binding affinity with 185,985 pairs from IEDB/IMGT. The task is: Regression. Given a peptide amino acid sequence and an MHC pseudo amino acid sequence, predict their binding affinity value. This is MHC class I binding data. The peptide sequence is LYIIKLVFLW. The MHC is HLA-A01:01 with pseudo-sequence HLA-A01:01. The binding affinity (normalized) is 0.120.